Dataset: Peptide-MHC class II binding affinity with 134,281 pairs from IEDB. Task: Regression. Given a peptide amino acid sequence and an MHC pseudo amino acid sequence, predict their binding affinity value. This is MHC class II binding data. The peptide sequence is LDGNLLSSNDLAKYK. The MHC is HLA-DPA10201-DPB10101 with pseudo-sequence HLA-DPA10201-DPB10101. The binding affinity (normalized) is 0.334.